Task: Predict the product of the given reaction.. Dataset: Forward reaction prediction with 1.9M reactions from USPTO patents (1976-2016) (1) Given the reactants C([N:3]([CH2:6][CH3:7])[CH2:4][CH3:5])C.[CH2:8]1[C:12]2=[CH:13][C:14]3[CH2:15]CC[CH2:18][C:19]=3[CH:20]=[C:11]2[CH2:10]C1N.C(=O)[C:23]1[CH:28]=[CH:27]C=[CH:25][CH:24]=1.[C:30](O[BH-](OC(=O)C)OC(=O)C)(=O)C.[Na+].C(O)(=O)C, predict the reaction product. The product is: [CH2:6]([NH:3][CH:4]1[CH2:5][C:13]2[C:12](=[C:11]([CH3:10])[C:20]([CH3:30])=[C:19]([CH3:18])[C:14]=2[CH3:15])[CH2:8]1)[C:7]1[CH:27]=[CH:28][CH:23]=[CH:24][CH:25]=1. (2) Given the reactants [N+](C1(C)CCC(C(C)C)CC1)([O-])=O.[Cl:14][C:15]1[NH:20][C:19](=[O:21])[C:18]([CH2:22]O)=[CH:17][CH:16]=1.[F:24][C:25]1[CH:30]=[CH:29][C:28]([O:31][CH3:32])=[CH:27][C:26]=1[C:33]1[CH:38]=[CH:37][C:36]([CH:39]=[CH2:40])=[CH:35][CH:34]=1.Cl([O-])(=O)(=O)=O.[Li+].O, predict the reaction product. The product is: [Cl:14][C:15]1[N:20]=[C:19]2[O:21][CH:39]([C:36]3[CH:37]=[CH:38][C:33]([C:26]4[CH:27]=[C:28]([O:31][CH3:32])[CH:29]=[CH:30][C:25]=4[F:24])=[CH:34][CH:35]=3)[CH2:40][CH2:22][C:18]2=[CH:17][CH:16]=1. (3) Given the reactants Cl.C[O:3][C:4](=[O:39])[C:5]1[CH:10]=[CH:9][C:8]([CH2:11][O:12][C:13]2[CH:18]=[CH:17][C:16]([CH2:19][C@H:20]([NH2:38])[C:21]3[N:22]([CH2:34][CH2:35][CH2:36][CH3:37])[CH:23]=[C:24]([C:26]4[CH:31]=[CH:30][C:29]([Cl:32])=[CH:28][C:27]=4[Cl:33])[N:25]=3)=[CH:15][CH:14]=2)=[CH:7][CH:6]=1.[C:40]([O:44][C:45]([NH:47][C:48]1[CH:53]=[CH:52][C:51]([CH:54]=[CH:55][C:56]([OH:58])=O)=[CH:50][CH:49]=1)=[O:46])([CH3:43])([CH3:42])[CH3:41], predict the reaction product. The product is: [C:40]([O:44][C:45]([NH:47][C:48]1[CH:49]=[CH:50][C:51]([CH:54]=[CH:55][C:56]([NH:38][C@H:20]([C:21]2[N:22]([CH2:34][CH2:35][CH2:36][CH3:37])[CH:23]=[C:24]([C:26]3[CH:31]=[CH:30][C:29]([Cl:32])=[CH:28][C:27]=3[Cl:33])[N:25]=2)[CH2:19][C:16]2[CH:15]=[CH:14][C:13]([O:12][CH2:11][C:8]3[CH:7]=[CH:6][C:5]([C:4]([OH:39])=[O:3])=[CH:10][CH:9]=3)=[CH:18][CH:17]=2)=[O:58])=[CH:52][CH:53]=1)=[O:46])([CH3:41])([CH3:42])[CH3:43]. (4) Given the reactants C1(P(C2C=CC=CC=2)C2C=CC=CC=2)C=CC=CC=1.[F:20][C:21]([F:33])([F:32])[C:22]1[C:26]([C:27]([O:29][CH2:30][CH3:31])=[O:28])=[CH:25][NH:24][N:23]=1.[Cl:34][CH2:35][C:36]1[CH:43]=[CH:42][C:39]([CH2:40]O)=[CH:38][CH:37]=1.N(C(OC(C)C)=O)=NC(OC(C)C)=O, predict the reaction product. The product is: [CH2:30]([O:29][C:27]([C:26]1[CH:25]=[N:24][N:23]([CH2:40][C:39]2[CH:42]=[CH:43][C:36]([CH2:35][Cl:34])=[CH:37][CH:38]=2)[C:22]=1[C:21]([F:20])([F:32])[F:33])=[O:28])[CH3:31].[CH2:30]([O:29][C:27]([C:26]1[C:22]([C:21]([F:20])([F:32])[F:33])=[N:23][N:24]([CH2:40][C:39]2[CH:42]=[CH:43][C:36]([CH2:35][Cl:34])=[CH:37][CH:38]=2)[CH:25]=1)=[O:28])[CH3:31]. (5) Given the reactants [CH2:1]([O:5][CH2:6][CH2:7][O:8][C:9]1[CH:14]=[CH:13][C:12]([C:15]2[CH:20]=[CH:19][C:18]([N:21]3[CH2:25][CH:24]=[CH:23][CH2:22]3)=[C:17](/[CH:26]=[C:27](\[CH3:33])/[C:28]([O:30]CC)=[O:29])[CH:16]=2)=[CH:11][CH:10]=1)[CH2:2][CH2:3][CH3:4].[OH-].[Na+].O.Cl, predict the reaction product. The product is: [CH2:1]([O:5][CH2:6][CH2:7][O:8][C:9]1[CH:10]=[CH:11][C:12]([C:15]2[CH:20]=[CH:19][C:18]([N:21]3[CH2:25][CH:24]=[CH:23][CH2:22]3)=[C:17](/[CH:26]=[C:27](\[CH3:33])/[C:28]([OH:30])=[O:29])[CH:16]=2)=[CH:13][CH:14]=1)[CH2:2][CH2:3][CH3:4]. (6) Given the reactants [N+:1]([C:4]1[CH:11]=[CH:10][CH:9]=[CH:8][C:5]=1[CH2:6][OH:7])([O-])=O.O.NN, predict the reaction product. The product is: [NH2:1][C:4]1[CH:11]=[CH:10][CH:9]=[CH:8][C:5]=1[CH2:6][OH:7]. (7) Given the reactants B(O)(O)[C:2]1[C:15]2[C:10](=[CH:11][CH:12]=[CH:13][CH:14]=2)[C:9]2[C:4](=[CH:5][CH:6]=[CH:7][CH:8]=2)[CH:3]=1.Br[C:19]1[CH:24]=[CH:23][C:22]([Br:25])=[CH:21][C:20]=1[N+:26]([O-:28])=[O:27].C([O-])([O-])=O.[Na+].[Na+], predict the reaction product. The product is: [Br:25][C:22]1[CH:23]=[CH:24][C:19]([C:2]2[C:15]3[C:10]([C:9]4[CH:8]=[CH:7][CH:6]=[CH:5][C:4]=4[CH:3]=2)=[CH:11][CH:12]=[CH:13][CH:14]=3)=[C:20]([N+:26]([O-:28])=[O:27])[CH:21]=1.